This data is from TCR-epitope binding with 47,182 pairs between 192 epitopes and 23,139 TCRs. The task is: Binary Classification. Given a T-cell receptor sequence (or CDR3 region) and an epitope sequence, predict whether binding occurs between them. (1) The epitope is IPSINVHHY. The TCR CDR3 sequence is CASSPPANPNEKLFF. Result: 1 (the TCR binds to the epitope). (2) The epitope is GTSGSPIIDK. The TCR CDR3 sequence is CASSLVGAGELFF. Result: 0 (the TCR does not bind to the epitope).